This data is from Reaction yield outcomes from USPTO patents with 853,638 reactions. The task is: Predict the reaction yield, written as a fraction of the theoretical maximum amount of product (1.0 means a 100% yield; for example, 0.34 means a 34% yield). (1) The product is [S:1]1[CH:5]=[CH:4][C:3]2[C:10](=[O:12])[C:9]3[C:8]([C:6](=[O:7])[C:2]1=2)=[CH:16][CH:15]=[CH:14][CH:13]=3. The yield is 0.500. The reactants are [S:1]1[CH:5]=[CH:4][CH:3]=[C:2]1[C:6]([C:8]1[CH:16]=[CH:15][CH:14]=[CH:13][C:9]=1[C:10]([OH:12])=O)=[O:7].P(Cl)(Cl)(Cl)(Cl)Cl.[Cl-].[Al+3].[Cl-].[Cl-]. The catalyst is [N+](C1C=CC=CC=1)([O-])=O. (2) The reactants are [Cl:1][C:2]1[C:7]([C:8]2[NH:9][CH:10]=[C:11]([C:13]3[N:14]([CH:19]([CH3:21])[CH3:20])[N:15]=[C:16]([CH3:18])[N:17]=3)[N:12]=2)=[CH:6][N:5]=[C:4]([O:22][CH3:23])[CH:3]=1.C1(=O)O[CH2:27][CH2:26][O:25]1. The catalyst is C1(C)C=CC=CC=1. The product is [Cl:1][C:2]1[CH:3]=[C:4]([O:22][CH3:23])[N:5]=[CH:6][C:7]=1[C:8]1[N:9]([CH2:27][CH2:26][OH:25])[CH:10]=[C:11]([C:13]2[N:14]([CH:19]([CH3:21])[CH3:20])[N:15]=[C:16]([CH3:18])[N:17]=2)[N:12]=1. The yield is 0.340. (3) The reactants are [CH3:1][S:2]([CH2:5][C:6]([OH:8])=O)(=[O:4])=[O:3].[NH2:9][CH2:10][CH2:11][O:12][C:13]1[CH:22]=[CH:21][CH:20]=[C:19]2[C:14]=1[C:15]([NH:23][C:24]1[CH:29]=[CH:28][C:27]([O:30][CH2:31][C:32]3[CH:37]=[CH:36][CH:35]=[CH:34][N:33]=3)=[C:26]([Cl:38])[CH:25]=1)=[N:16][CH:17]=[N:18]2. No catalyst specified. The product is [Cl:38][C:26]1[CH:25]=[C:24]([NH:23][C:15]2[C:14]3[C:19](=[CH:20][CH:21]=[CH:22][C:13]=3[O:12][CH2:11][CH2:10][NH:9][C:6](=[O:8])[CH2:5][S:2]([CH3:1])(=[O:4])=[O:3])[N:18]=[CH:17][N:16]=2)[CH:29]=[CH:28][C:27]=1[O:30][CH2:31][C:32]1[CH:37]=[CH:36][CH:35]=[CH:34][N:33]=1. The yield is 0.510.